From a dataset of Forward reaction prediction with 1.9M reactions from USPTO patents (1976-2016). Predict the product of the given reaction. Given the reactants [F:1][C:2]1[C:3]([OH:15])=[C:4]2C(=[CH:9][CH:10]=1)NC=[C:5]2[CH2:11][C:12]([OH:14])=[O:13].[OH-].[K+].[CH3:18]I.[OH-].[Na+].Cl.[CH3:23][N:24]([CH:26]=O)[CH3:25], predict the reaction product. The product is: [F:1][C:2]1[C:3]([O:15][CH3:18])=[C:4]2[C:25](=[CH:9][CH:10]=1)[N:24]([CH3:23])[CH:26]=[C:5]2[CH2:11][C:12]([OH:14])=[O:13].